Dataset: Reaction yield outcomes from USPTO patents with 853,638 reactions. Task: Predict the reaction yield, written as a fraction of the theoretical maximum amount of product (1.0 means a 100% yield; for example, 0.34 means a 34% yield). (1) The reactants are Cl[C:2]1[C:7]([N+:8]([O-:10])=[O:9])=[CH:6][CH:5]=[CH:4][N:3]=1.[N:11]([CH2:14][CH2:15][NH2:16])([CH3:13])[CH3:12]. The catalyst is C(O)C. The product is [CH3:12][N:11]([CH3:13])[CH2:14][CH2:15][NH:16][C:2]1[C:7]([N+:8]([O-:10])=[O:9])=[CH:6][CH:5]=[CH:4][N:3]=1. The yield is 0.610. (2) The reactants are [CH3:1][C:2]1[CH:3]=[C:4]([C:8]2[N:9]=[C:10]3[CH:15]=[CH:14][CH:13]=[N:12][N:11]3[C:16]=2[C:17]2[CH:22]=[CH:21][N:20]=[C:19]([NH2:23])[CH:18]=2)[CH:5]=[CH:6][CH:7]=1.C(N(CC)CC)C.[C:31](Cl)(=[O:38])[C:32]1[CH:37]=[CH:36][CH:35]=[CH:34][CH:33]=1.C(=O)([O-])O.[Na+].N.C(O)C. The catalyst is ClCCl. The product is [CH3:1][C:2]1[CH:3]=[C:4]([C:8]2[N:9]=[C:10]3[CH:15]=[CH:14][CH:13]=[N:12][N:11]3[C:16]=2[C:17]2[CH:22]=[CH:21][N:20]=[C:19]([NH:23][C:31](=[O:38])[C:32]3[CH:37]=[CH:36][CH:35]=[CH:34][CH:33]=3)[CH:18]=2)[CH:5]=[CH:6][CH:7]=1. The yield is 0.720. (3) The product is [NH2:6][C:7]1[C:15]([N+:16]([O-:18])=[O:17])=[CH:14][C:10]([C:11]([O:13][CH3:1])=[O:12])=[C:9]([F:19])[C:8]=1[F:20]. The catalyst is CO. The yield is 0.920. The reactants are [CH3:1][Si](Cl)(C)C.[NH2:6][C:7]1[C:15]([N+:16]([O-:18])=[O:17])=[CH:14][C:10]([C:11]([OH:13])=[O:12])=[C:9]([F:19])[C:8]=1[F:20]. (4) The reactants are [NH3:1].CO.Cl[C:5]1[N:10]=[C:9]([Cl:11])[N:8]=[C:7]([CH3:12])[N:6]=1.C1(C)C=CC=CC=1. No catalyst specified. The product is [Cl:11][C:9]1[N:8]=[C:7]([CH3:12])[N:6]=[C:5]([NH2:1])[N:10]=1. The yield is 0.730. (5) The reactants are [Br:1][C:2]1[S:3][C:4]([C:13](=[O:24])[C:14]2[CH:19]=[CH:18][C:17](I)=[C:16]([N+:21]([O-:23])=[O:22])[CH:15]=2)=[CH:5][C:6]=1[CH2:7][C:8]([O:10][CH2:11][CH3:12])=[O:9].[C:25]1([C:31]#[CH:32])[CH:30]=[CH:29][CH:28]=[CH:27][CH:26]=1.C([O-])([O-])=O.[K+].[K+].CCN(CC)CC. The catalyst is CN(C=O)C.Cl[Pd](Cl)([P](C1C=CC=CC=1)(C1C=CC=CC=1)C1C=CC=CC=1)[P](C1C=CC=CC=1)(C1C=CC=CC=1)C1C=CC=CC=1.O. The product is [Br:1][C:2]1[S:3][C:4]([C:13](=[O:24])[C:14]2[CH:19]=[CH:18][C:17]([C:32]#[C:31][C:25]3[CH:30]=[CH:29][CH:28]=[CH:27][CH:26]=3)=[C:16]([N+:21]([O-:23])=[O:22])[CH:15]=2)=[CH:5][C:6]=1[CH2:7][C:8]([O:10][CH2:11][CH3:12])=[O:9]. The yield is 0.720. (6) The reactants are [C:1]1([C:7]2[N:8]=[C:9]([C:17]3[CH:22]=[CH:21][N:20]=[CH:19][CH:18]=3)[S:10][C:11]=2[C:12]([O:14][CH2:15][CH3:16])=[O:13])[CH:6]=[CH:5][CH:4]=[CH:3][CH:2]=1.ClC1C=CC=C(C(OO)=[O:31])C=1. The catalyst is C(#N)C. The product is [O-:31][N+:20]1[CH:19]=[CH:18][C:17]([C:9]2[S:10][C:11]([C:12]([O:14][CH2:15][CH3:16])=[O:13])=[C:7]([C:1]3[CH:2]=[CH:3][CH:4]=[CH:5][CH:6]=3)[N:8]=2)=[CH:22][CH:21]=1. The yield is 0.720. (7) The reactants are [CH3:1][C:2]1[C:11]2[C:6](=[N:7][CH:8]=[CH:9][CH:10]=2)[NH:5][C:4](=O)[CH:3]=1.O=P(Cl)(Cl)[Cl:15]. The catalyst is C1(C)C=CC=CC=1. The product is [Cl:15][C:4]1[CH:3]=[C:2]([CH3:1])[C:11]2[C:6](=[N:7][CH:8]=[CH:9][CH:10]=2)[N:5]=1. The yield is 0.670. (8) The reactants are Cl.C[O:3][C:4]1[CH:9]=[C:8]([O:10]C)[CH:7]=[CH:6][C:5]=1[CH2:12][CH2:13][CH2:14][CH2:15][NH:16][C:17]([NH:19][C:20]([C:22]1[C:27]([NH2:28])=[N:26][C:25]([NH2:29])=[C:24]([Cl:30])[N:23]=1)=[O:21])=[NH:18]. The catalyst is Br. The product is [ClH:30].[OH:3][C:4]1[CH:9]=[C:8]([OH:10])[CH:7]=[CH:6][C:5]=1[CH2:12][CH2:13][CH2:14][CH2:15][NH:16][C:17]([NH:19][C:20]([C:22]1[C:27]([NH2:28])=[N:26][C:25]([NH2:29])=[C:24]([Cl:30])[N:23]=1)=[O:21])=[NH:18]. The yield is 0.320. (9) The reactants are Br.[N+:2]([C:5]1[CH:10]=[CH:9][C:8]([CH2:11][C@@H:12]([C:14]2[N:15]=[C:16]([C:19]3[CH:24]=[CH:23][CH:22]=[CH:21][CH:20]=3)[S:17][CH:18]=2)[NH2:13])=[CH:7][CH:6]=1)([O-:4])=[O:3].C([O-])([O-])=O.[Ca+2].C(Cl)(Cl)(Cl)Cl.[C:35](Cl)(Cl)=[S:36]. The catalyst is O.C(Cl)Cl. The product is [N:13]([C@H:12]([C:14]1[N:15]=[C:16]([C:19]2[CH:20]=[CH:21][CH:22]=[CH:23][CH:24]=2)[S:17][CH:18]=1)[CH2:11][C:8]1[CH:7]=[CH:6][C:5]([N+:2]([O-:4])=[O:3])=[CH:10][CH:9]=1)=[C:35]=[S:36]. The yield is 0.730.